This data is from Forward reaction prediction with 1.9M reactions from USPTO patents (1976-2016). The task is: Predict the product of the given reaction. (1) Given the reactants [C:1]1([N:7]2[C:25](=[O:26])[C:10]3=[CH:11][NH:12][C:13]4[CH:14]=[CH:15][C:16](N5CCNCC5)=[N:17][C:18]=4[C:9]3=[N:8]2)[CH:6]=[CH:5][CH:4]=[CH:3][CH:2]=1.[NH:27]1[CH2:32][CH2:31][O:30][CH2:29][CH2:28]1, predict the reaction product. The product is: [N:27]1([C:18]2[C:13]3[NH:12][CH:11]=[C:10]4[C:25](=[O:26])[N:7]([C:1]5[CH:2]=[CH:3][CH:4]=[CH:5][CH:6]=5)[N:8]=[C:9]4[C:14]=3[CH:15]=[CH:16][N:17]=2)[CH2:32][CH2:31][O:30][CH2:29][CH2:28]1. (2) Given the reactants [N:1]1[CH:2]=[C:3]([C:10]2[O:19][C:13]3=[C:14]([NH2:18])[N:15]=[CH:16][CH:17]=[C:12]3[CH:11]=2)[N:4]2[CH:9]=[CH:8][N:7]=[CH:6][C:5]=12.C1C(=O)N([I:27])C(=O)C1.O, predict the reaction product. The product is: [N:1]1[CH:2]=[C:3]([C:10]2[O:19][C:13]3=[C:14]([NH2:18])[N:15]=[CH:16][C:17]([I:27])=[C:12]3[CH:11]=2)[N:4]2[CH:9]=[CH:8][N:7]=[CH:6][C:5]=12. (3) The product is: [N:15]1[C:16]2[C:21](=[CH:20][CH:19]=[CH:18][CH:17]=2)[CH:22]=[N:23][C:14]=1[NH:13][C@H:11]1[CH2:12][C@H:9]([N:8]2[C:43]([C:42]([F:53])([F:52])[F:41])=[N:1][C:2]3[C:7]2=[N:6][CH:5]=[N:4][C:3]=3[C:24]2[CH:33]=[CH:32][C:27]([C:28]([O:30][CH3:31])=[O:29])=[CH:26][CH:25]=2)[CH2:10]1. Given the reactants [NH2:1][C:2]1[C:3]([C:24]2[CH:33]=[CH:32][C:27]([C:28]([O:30][CH3:31])=[O:29])=[CH:26][CH:25]=2)=[N:4][CH:5]=[N:6][C:7]=1[NH:8][C@H:9]1[CH2:12][C@H:11]([NH:13][C:14]2[N:23]=[CH:22][C:21]3[C:16](=[CH:17][CH:18]=[CH:19][CH:20]=3)[N:15]=2)[CH2:10]1.C(N(CC)CC)C.[F:41][C:42]([F:53])([F:52])[C:43](O[C:43](=O)[C:42]([F:53])([F:52])[F:41])=O, predict the reaction product. (4) Given the reactants [Cl:1][C:2]1[N:7]=[C:6](Cl)[C:5]([N+:9]([O-:11])=[O:10])=[C:4]([CH3:12])[N:3]=1.[NH:13]1[CH2:18][CH2:17][O:16][CH2:15][CH2:14]1.C(N(CC)CC)C, predict the reaction product. The product is: [Cl:1][C:2]1[N:7]=[C:6]([N:13]2[CH2:18][CH2:17][O:16][CH2:15][CH2:14]2)[C:5]([N+:9]([O-:11])=[O:10])=[C:4]([CH3:12])[N:3]=1. (5) Given the reactants [ClH:1].[Cl:2][CH2:3][CH2:4][CH2:5]/[C:6](=[CH:18]\[C:19]1[CH:24]=[CH:23][C:22]([N:25]2[CH:29]=[C:28]([CH3:30])[N:27]=[CH:26]2)=[C:21]([O:31][CH3:32])[CH:20]=1)/[C:7]([NH:9][NH:10]C(OC(C)(C)C)=O)=[O:8], predict the reaction product. The product is: [ClH:2].[ClH:1].[Cl:2][CH2:3][CH2:4][CH2:5]/[C:6](=[CH:18]\[C:19]1[CH:24]=[CH:23][C:22]([N:25]2[CH:29]=[C:28]([CH3:30])[N:27]=[CH:26]2)=[C:21]([O:31][CH3:32])[CH:20]=1)/[C:7]([NH:9][NH2:10])=[O:8]. (6) Given the reactants [Cl:1][C:2]1[CH:10]=[C:9]([CH3:11])[CH:8]=[CH:7][C:3]=1[C:4](Cl)=[O:5].Cl.[CH3:13][NH:14][O:15][CH3:16].C(N(CC)CC)C.Cl, predict the reaction product. The product is: [Cl:1][C:2]1[CH:10]=[C:9]([CH3:11])[CH:8]=[CH:7][C:3]=1[C:4]([N:14]([O:15][CH3:16])[CH3:13])=[O:5].